From a dataset of Catalyst prediction with 721,799 reactions and 888 catalyst types from USPTO. Predict which catalyst facilitates the given reaction. (1) Reactant: C([S:8][CH:9]([CH2:42][N:43]1[CH2:48][CH2:47][S:46][CH2:45][CH2:44]1)[CH2:10][NH:11][C:12]([C:14]1[NH:15][C:16]2[C:21]([CH:22]=1)=[CH:20][C:19]([O:23][CH2:24][CH2:25][O:26][CH3:27])=[CH:18][C:17]=2[N:28]([CH2:38][CH:39]1[CH2:41][CH2:40]1)[S:29]([C:32]1[CH:37]=[CH:36][CH:35]=[CH:34][N:33]=1)(=[O:31])=[O:30])=O)C1C=CC=CC=1.C1(SC)C=CC=CC=1.C(=O)(O)[O-:58].[Na+]. Product: [CH:39]1([CH2:38][N:28]([C:17]2[CH:18]=[C:19]([O:23][CH2:24][CH2:25][O:26][CH3:27])[CH:20]=[C:21]3[C:16]=2[NH:15][C:14]([C:12]2[S:8][CH:9]([CH2:42][N:43]4[CH2:48][CH2:47][S:46](=[O:58])[CH2:45][CH2:44]4)[CH2:10][N:11]=2)=[CH:22]3)[S:29]([C:32]2[CH:37]=[CH:36][CH:35]=[CH:34][N:33]=2)(=[O:30])=[O:31])[CH2:40][CH2:41]1. The catalyst class is: 4. (2) Reactant: [Br:1][C:2]1[CH:3]=[C:4]([NH2:9])[C:5]([NH2:8])=[CH:6][CH:7]=1.[CH:10]([CH:12]=O)=O. Product: [Br:1][C:2]1[CH:3]=[C:4]2[C:5](=[CH:6][CH:7]=1)[N:8]=[CH:12][CH:10]=[N:9]2. The catalyst class is: 5. (3) Reactant: [Cl:1][C:2]1[CH:29]=[CH:28][C:5]([O:6][CH2:7][C:8]([N:10]2[CH2:15][CH2:14][N:13]([CH2:16][C:17]3[CH:22]=[CH:21][C:20]([F:23])=[CH:19][CH:18]=3)[CH2:12][C@H:11]2[CH2:24][C:25]([NH2:27])=[O:26])=[O:9])=[C:4]([OH:30])[CH:3]=1.C(=O)([O-])[O-].[Cs+].[Cs+].Br[CH2:38][C:39]([O:41][C:42]([CH3:45])([CH3:44])[CH3:43])=[O:40]. Product: [C:42]([O:41][C:39](=[O:40])[CH2:38][O:30][C:4]1[CH:3]=[C:2]([Cl:1])[CH:29]=[CH:28][C:5]=1[O:6][CH2:7][C:8]([N:10]1[CH2:15][CH2:14][N:13]([CH2:16][C:17]2[CH:22]=[CH:21][C:20]([F:23])=[CH:19][CH:18]=2)[CH2:12][C@H:11]1[CH2:24][C:25](=[O:26])[NH2:27])=[O:9])([CH3:45])([CH3:44])[CH3:43]. The catalyst class is: 12. (4) Reactant: [Li+].C[Si]([N-][Si](C)(C)C)(C)C.[O:11]=[C:12]1[CH2:17][CH2:16][CH:15]([O:18][CH2:19][CH:20]2[CH2:25][CH2:24][N:23]([C:26]([O:28][CH2:29][C:30]3[CH:35]=[CH:34][CH:33]=[CH:32][CH:31]=3)=[O:27])[CH2:22][CH2:21]2)[CH2:14][CH2:13]1.[F:36][C:37]([F:56])([F:55])[S:38](N(C1C=CC=CC=1)[S:38]([C:37]([F:56])([F:55])[F:36])(=[O:40])=[O:39])(=[O:40])=[O:39]. Product: [F:36][C:37]([F:56])([F:55])[S:38]([O:11][C:12]1[CH2:17][CH2:16][CH:15]([O:18][CH2:19][CH:20]2[CH2:21][CH2:22][N:23]([C:26]([O:28][CH2:29][C:30]3[CH:31]=[CH:32][CH:33]=[CH:34][CH:35]=3)=[O:27])[CH2:24][CH2:25]2)[CH2:14][CH:13]=1)(=[O:40])=[O:39]. The catalyst class is: 1. (5) Product: [Cl:1][C:2]1[CH:7]=[CH:6][C:5]([C:8]2[C:9]([CH:14]([NH2:24])[CH2:15][C:16]3[CH:21]=[C:20]([F:22])[CH:19]=[C:18]([F:23])[CH:17]=3)=[N:10][CH:11]=[CH:12][N:13]=2)=[CH:4][CH:3]=1. Reactant: [Cl:1][C:2]1[CH:7]=[CH:6][C:5]([C:8]2[C:9]([CH:14]([NH:24]S(C(C)(C)C)=O)[CH2:15][C:16]3[CH:21]=[C:20]([F:22])[CH:19]=[C:18]([F:23])[CH:17]=3)=[N:10][CH:11]=[CH:12][N:13]=2)=[CH:4][CH:3]=1.Cl. The catalyst class is: 71. (6) The catalyst class is: 1. Product: [C:17]([O:16][C:14]([N:11]1[CH2:10][CH2:9][C@H:8]([C:5]2[CH:6]=[CH:7][C:2]([F:1])=[CH:3][CH:4]=2)[C@@H:13]([OH:21])[CH2:12]1)=[O:15])([CH3:20])([CH3:19])[CH3:18]. Reactant: [F:1][C:2]1[CH:7]=[CH:6][C:5]([C:8]2[CH2:9][CH2:10][N:11]([C:14]([O:16][C:17]([CH3:20])([CH3:19])[CH3:18])=[O:15])[CH2:12][CH:13]=2)=[CH:4][CH:3]=1.[OH-:21].[Na+].OO. (7) Reactant: [C:1]([N+:5]#[C-:6])([CH3:4])([CH3:3])[CH3:2].[Cl:7][C:8]1[CH:13]=[CH:12][C:11]([C:14]2([C@@H:19]3[CH2:24][CH2:23][C@H:22]([C:25](=O)[CH2:26][CH2:27][CH:28]=[CH2:29])[CH2:21][CH2:20]3)[O:18][CH2:17][CH2:16][O:15]2)=[CH:10][CH:9]=1.[C:31]([O-:34])(=O)[CH3:32].[NH4+:35].[OH2:36]. Product: [C:1]([NH:5][C:6](=[O:36])[C:25]([NH:35][C:31](=[O:34])[CH3:32])([C@H:22]1[CH2:21][CH2:20][C@@H:19]([C:14]2([C:11]3[CH:12]=[CH:13][C:8]([Cl:7])=[CH:9][CH:10]=3)[O:18][CH2:17][CH2:16][O:15]2)[CH2:24][CH2:23]1)[CH2:26][CH2:27][CH:28]=[CH2:29])([CH3:4])([CH3:3])[CH3:2]. The catalyst class is: 836.